Dataset: Reaction yield outcomes from USPTO patents with 853,638 reactions. Task: Predict the reaction yield, written as a fraction of the theoretical maximum amount of product (1.0 means a 100% yield; for example, 0.34 means a 34% yield). (1) The reactants are [OH:1][CH:2]1[CH2:7][CH2:6][N:5]([C:8]2[CH:9]=[CH:10][C:11]([N:14]3[CH:18]=[CH:17][C:16]([CH:19]([C:21]4[CH:38]=[CH:37][C:24]5[N:25]([CH2:29][O:30][CH2:31][CH2:32][Si:33]([CH3:36])([CH3:35])[CH3:34])[C:26](=[O:28])[S:27][C:23]=5[CH:22]=4)[CH3:20])=[N:15]3)=[N:12][CH:13]=2)[CH2:4][CH2:3]1.C(=O)(O)[O-].[Na+].CC(OI1(OC(C)=O)(OC(C)=O)OC(=O)C2C=CC=CC1=2)=O. The catalyst is ClCCl. The product is [O:1]=[C:2]1[CH2:7][CH2:6][N:5]([C:8]2[CH:9]=[CH:10][C:11]([N:14]3[CH:18]=[CH:17][C:16]([CH:19]([C:21]4[CH:38]=[CH:37][C:24]5[N:25]([CH2:29][O:30][CH2:31][CH2:32][Si:33]([CH3:36])([CH3:35])[CH3:34])[C:26](=[O:28])[S:27][C:23]=5[CH:22]=4)[CH3:20])=[N:15]3)=[N:12][CH:13]=2)[CH2:4][CH2:3]1. The yield is 0.706. (2) The reactants are [F:1][C:2]1[C:3]([O:13][CH3:14])=[C:4]([C:8]2(O)[CH2:11][CH2:10][CH2:9]2)[CH:5]=[CH:6][CH:7]=1.[SiH](CC)(CC)CC. The catalyst is C(O)(C(F)(F)F)=O.C(Cl)Cl. The product is [CH:8]1([C:4]2[CH:5]=[CH:6][CH:7]=[C:2]([F:1])[C:3]=2[O:13][CH3:14])[CH2:9][CH2:10][CH2:11]1. The yield is 0.705. (3) The reactants are [CH2:1]([O:5][CH2:6][CH:7]=[N:8][OH:9])[CH2:2][CH:3]=[CH2:4].C(OC[C@@H]1OCC2=NOC[C@@H]2C1)C1C=CC=CC=1. No catalyst specified. The product is [N:8]1[O:9][CH2:4][CH:3]2[CH2:2][CH2:1][O:5][CH2:6][C:7]=12. The yield is 0.850. (4) The reactants are [C:1]([C:5]1[CH:52]=[CH:51][C:8]([CH2:9][NH:10][C:11]([C:13]2[CH:18]=[CH:17][N:16]=[C:15]([C:19]3[CH:24]=[C:23]([N:25]4[CH2:30][CH2:29][CH2:28][CH2:27][CH2:26]4)[CH:22]=[CH:21][C:20]=3[NH:31][C:32]([C:34]3[CH:35]=[C:36]([CH:48]=[CH:49][CH:50]=3)[CH2:37][S:38][CH2:39][CH2:40][C:41]([O:43]C(C)(C)C)=[O:42])=[O:33])[CH:14]=2)=[O:12])=[CH:7][CH:6]=1)([CH3:4])([CH3:3])[CH3:2].FC(F)(F)C(O)=O. The catalyst is ClCCl. The product is [C:1]([C:5]1[CH:6]=[CH:7][C:8]([CH2:9][NH:10][C:11]([C:13]2[CH:18]=[CH:17][N:16]=[C:15]([C:19]3[CH:24]=[C:23]([N:25]4[CH2:30][CH2:29][CH2:28][CH2:27][CH2:26]4)[CH:22]=[CH:21][C:20]=3[NH:31][C:32]([C:34]3[CH:35]=[C:36]([CH:48]=[CH:49][CH:50]=3)[CH2:37][S:38][CH2:39][CH2:40][C:41]([OH:43])=[O:42])=[O:33])[CH:14]=2)=[O:12])=[CH:51][CH:52]=1)([CH3:4])([CH3:2])[CH3:3]. The yield is 0.460. (5) The reactants are CS(O[CH2:6][C@@H:7]1[CH2:9][C@H:8]1[CH2:10][O:11][Si:12]([C:25]([CH3:28])([CH3:27])[CH3:26])([C:19]1[CH:24]=[CH:23][CH:22]=[CH:21][CH:20]=1)[C:13]1[CH:18]=[CH:17][CH:16]=[CH:15][CH:14]=1)(=O)=O.[C-]#N.[K+].[CH3:32][N:33](C=O)C. The catalyst is O. The product is [Si:12]([O:11][CH2:10][C@@H:8]1[CH2:9][C@H:7]1[CH2:6][C:32]#[N:33])([C:25]([CH3:26])([CH3:27])[CH3:28])([C:13]1[CH:18]=[CH:17][CH:16]=[CH:15][CH:14]=1)[C:19]1[CH:24]=[CH:23][CH:22]=[CH:21][CH:20]=1. The yield is 0.940. (6) The reactants are Br[CH:2]1[C:6](=O)[CH2:5][CH:4]([C:8]([O:10][CH3:11])=[O:9])[CH2:3]1.[Cl:12][CH2:13][CH2:14][CH2:15][O:16][C:17]1[CH:22]=[CH:21][C:20]([C:23](=[S:25])[NH2:24])=[CH:19][CH:18]=1. The catalyst is C(O)C. The product is [Cl:12][CH2:13][CH2:14][CH2:15][O:16][C:17]1[CH:22]=[CH:21][C:20]([C:23]2[S:25][C:6]3[CH2:5][CH:4]([C:8]([O:10][CH3:11])=[O:9])[CH2:3][C:2]=3[N:24]=2)=[CH:19][CH:18]=1. The yield is 1.00. (7) The reactants are [C:1]([O:5][C:6](=[O:35])[N:7]([C:16]1[S:17][C@:18]2([CH2:32][O:33][CH3:34])[C@H:20]([C@:21]([C:24]3[C:25]([F:31])=[N:26][CH:27]=[C:28](Br)[CH:29]=3)([CH3:23])[N:22]=1)[CH2:19]2)[CH2:8][O:9][CH2:10][CH2:11][Si:12]([CH3:15])([CH3:14])[CH3:13])([CH3:4])([CH3:3])[CH3:2].[N-:36]=[N+]=[N-].[Na+].O[C@H]([C@@H]1C([O-])=C(O)C(=O)O1)CO.[Na+].CN[C@@H]1CCCC[C@H]1NC.[NH4+].[Cl-].CP(C)C. The catalyst is CCOC(C)=O.[Cu]I.O.CCO. The product is [C:1]([O:5][C:6](=[O:35])[N:7]([C:16]1[S:17][C@:18]2([CH2:32][O:33][CH3:34])[C@H:20]([C@:21]([C:24]3[C:25]([F:31])=[N:26][CH:27]=[C:28]([NH2:36])[CH:29]=3)([CH3:23])[N:22]=1)[CH2:19]2)[CH2:8][O:9][CH2:10][CH2:11][Si:12]([CH3:15])([CH3:14])[CH3:13])([CH3:4])([CH3:3])[CH3:2]. The yield is 0.660. (8) The reactants are Br[C:2]1[CH:7]=[CH:6][C:5]([C:8]2[N:14]([CH2:15][C@@H:16]3[CH2:20][CH2:19][N:18]([C:21]([CH:23]4[CH2:25][CH2:24]4)=[O:22])[CH2:17]3)[C:13](=[O:26])[C:10]3([CH2:12][CH2:11]3)[N:9]=2)=[CH:4][CH:3]=1.[O:27]1[C:31]2[CH:32]=[CH:33][C:34](B3OC(C)(C)C(C)(C)O3)=[CH:35][C:30]=2[CH:29]=[CH:28]1.C([O-])([O-])=O.[Na+].[Na+]. The catalyst is C(#N)C.Cl[Pd](Cl)([P](C1C=CC=CC=1)(C1C=CC=CC=1)C1C=CC=CC=1)[P](C1C=CC=CC=1)(C1C=CC=CC=1)C1C=CC=CC=1. The product is [O:27]1[C:31]2[CH:32]=[CH:33][C:34]([C:2]3[CH:3]=[CH:4][C:5]([C:8]4[N:14]([CH2:15][C@@H:16]5[CH2:20][CH2:19][N:18]([C:21]([CH:23]6[CH2:25][CH2:24]6)=[O:22])[CH2:17]5)[C:13](=[O:26])[C:10]5([CH2:11][CH2:12]5)[N:9]=4)=[CH:6][CH:7]=3)=[CH:35][C:30]=2[CH:29]=[CH:28]1. The yield is 0.170. (9) The reactants are [Si:1]([O:8][C@@H:9]1[C@H:13]([CH2:14][O:15][Si:16]([C:19]([CH3:22])([CH3:21])[CH3:20])([CH3:18])[CH3:17])[CH2:12][C@@H:11]([OH:23])[CH2:10]1)([C:4]([CH3:7])([CH3:6])[CH3:5])([CH3:3])[CH3:2].CN(C=O)C.[H-].[Na+].[Cl:31][C:32]1[CH:37]=[C:36]([N+]([O-])=O)[CH:35]=[CH:34][N:33]=1. No catalyst specified. The product is [Si:1]([O:8][C@@H:9]1[C@H:13]([CH2:14][O:15][Si:16]([C:19]([CH3:22])([CH3:21])[CH3:20])([CH3:17])[CH3:18])[CH2:12][C@@H:11]([O:23][C:36]2[CH:35]=[CH:34][N:33]=[C:32]([Cl:31])[CH:37]=2)[CH2:10]1)([C:4]([CH3:7])([CH3:6])[CH3:5])([CH3:3])[CH3:2]. The yield is 0.830. (10) The reactants are [F:8][C:7]([F:10])([F:9])[C:6](O[C:6](=[O:11])[C:7]([F:10])([F:9])[F:8])=[O:11].[NH2:14][C:15]1[N:19]([C:20]2[CH:25]=[CH:24][CH:23]=[C:22]([Br:26])[CH:21]=2)[N:18]=[C:17]([C:27]([O:29][CH2:30][CH3:31])=[O:28])[C:16]=1[CH:32]=[O:33].C(N(CC)CC)C. The catalyst is ClCCl. The product is [Br:26][C:22]1[CH:21]=[C:20]([N:19]2[C:15]([NH:14][C:6](=[O:11])[C:7]([F:8])([F:9])[F:10])=[C:16]([CH:32]=[O:33])[C:17]([C:27]([O:29][CH2:30][CH3:31])=[O:28])=[N:18]2)[CH:25]=[CH:24][CH:23]=1. The yield is 0.550.